From a dataset of Catalyst prediction with 721,799 reactions and 888 catalyst types from USPTO. Predict which catalyst facilitates the given reaction. (1) Reactant: [C:1]([O:5][C:6]([NH:8][C:9]([CH3:17])([CH2:13][CH:14]([CH3:16])[CH3:15])[C:10](O)=[O:11])=[O:7])([CH3:4])([CH3:3])[CH3:2].CN1CCOCC1.ClC(OCC(C)C)=O.[BH4-].[Na+]. Product: [OH:11][CH2:10][C:9]([NH:8][C:6](=[O:7])[O:5][C:1]([CH3:2])([CH3:4])[CH3:3])([CH3:17])[CH2:13][CH:14]([CH3:15])[CH3:16]. The catalyst class is: 253. (2) The catalyst class is: 9. Reactant: Br[C:2]1[CH:3]=[C:4]([CH:29]=[CH:30][CH:31]=1)[C:5]([NH:7][CH:8]([C:10]1[N:15]=[N:14][C:13]([NH:16][C:17]2[CH:22]=[C:21]([O:23][CH3:24])[C:20]([O:25][CH3:26])=[C:19]([O:27][CH3:28])[CH:18]=2)=[N:12][CH:11]=1)[CH3:9])=[O:6].[NH2:32][CH:33](C1N=NC(NC2C=C(OC)C(OC)=C(OC)C=2)=NC=1)[CH3:34].N1C2C(=CC(C(O)=O)=CC=2)C=C1.C(N(C(C)C)CC)(C)C.F[P-](F)(F)(F)(F)F.N1(OC(N(C)C)=[N+](C)C)C2N=CC=CC=2N=N1. Product: [CH3:24][O:23][C:21]1[CH:22]=[C:17]([NH:16][C:13]2[N:14]=[N:15][C:10]([CH:8]([NH:7][C:5]([C:4]3[CH:3]=[C:2]4[C:31](=[CH:30][CH:29]=3)[NH:32][CH:33]=[CH:34]4)=[O:6])[CH3:9])=[CH:11][N:12]=2)[CH:18]=[C:19]([O:27][CH3:28])[C:20]=1[O:25][CH3:26]. (3) Reactant: [C:1]([C:5]1[CH:36]=[CH:35][C:8]([C:9]([N:11]2[C@@H:15]([C:16]3[S:20][C:19](Cl)=[N:18][CH:17]=3)[C@@H:14]([C:22]3[CH:27]=[N:26][CH:25]=[CH:24][N:23]=3)[CH2:13][C@@:12]2([CH2:31][CH:32]([CH3:34])[CH3:33])[C:28]([OH:30])=[O:29])=[O:10])=[CH:7][CH:6]=1)([CH3:4])([CH3:3])[CH3:2]. Product: [C:1]([C:5]1[CH:6]=[CH:7][C:8]([C:9]([N:11]2[C@@H:15]([C:16]3[S:20][CH:19]=[N:18][CH:17]=3)[C@@H:14]([C:22]3[CH:27]=[N:26][CH:25]=[CH:24][N:23]=3)[CH2:13][C@@:12]2([CH2:31][CH:32]([CH3:33])[CH3:34])[C:28]([OH:30])=[O:29])=[O:10])=[CH:35][CH:36]=1)([CH3:3])([CH3:2])[CH3:4]. The catalyst class is: 63. (4) The catalyst class is: 1. Reactant: [F:1][C:2]([F:18])([F:17])[C:3]([N:5]1[CH2:13][C:12]2[C:7](=[CH:8][CH:9]=[C:10]([N+:14]([O-:16])=[O:15])[CH:11]=2)[CH2:6]1)=O. Product: [N+:14]([C:10]1[CH:11]=[C:12]2[C:7](=[CH:8][CH:9]=1)[CH2:6][N:5]([CH2:3][C:2]([F:18])([F:1])[F:17])[CH2:13]2)([O-:16])=[O:15]. (5) Product: [CH3:13][C:10]1[CH:11]=[CH:12][C:6]2[C:5](=[O:14])[NH:4][C:3]([O:26][CH2:25][CH2:24][CH2:23][CH2:22][CH2:21][C:15]3[CH:16]=[CH:17][CH:18]=[CH:19][CH:20]=3)=[N:8][C:7]=2[N:9]=1. The catalyst class is: 16. Reactant: Cl.Cl[C:3]1[NH:4][C:5](=[O:14])[C:6]2[CH:12]=[CH:11][C:10]([CH3:13])=[N:9][C:7]=2[N:8]=1.[C:15]1([CH2:21][CH2:22][CH2:23][CH2:24][CH2:25][OH:26])[CH:20]=[CH:19][CH:18]=[CH:17][CH:16]=1.CC([O-])(C)C.[K+]. (6) Reactant: Cl.Cl.[NH:3]1[C:7]2[CH:8]=[CH:9][CH:10]=[CH:11][C:6]=2[N:5]=[C:4]1[CH2:12][NH2:13].[CH3:14][O:15][CH:16]([O:19][CH3:20])[CH:17]=O.C([O-])(=O)C.[Na+].C([BH3-])#N.[Na+]. Product: [NH:3]1[C:7]2[CH:8]=[CH:9][CH:10]=[CH:11][C:6]=2[N:5]=[C:4]1[CH2:12][NH:13][CH2:17][CH:16]([O:19][CH3:20])[O:15][CH3:14]. The catalyst class is: 5. (7) Reactant: C(OC([NH:8][CH2:9][CH2:10][CH2:11][C:12]1[CH:13]=[C:14]([NH:17][C:18]2[C:27]3[C:22](=[CH:23][CH:24]=[CH:25][CH:26]=3)[N:21]=[C:20]([C:28]3[CH:33]=[CH:32][CH:31]=[CH:30][CH:29]=3)[N:19]=2)[NH:15][N:16]=1)=O)(C)(C)C.C(O)(C(F)(F)F)=O. Product: [NH2:8][CH2:9][CH2:10][CH2:11][C:12]1[CH:13]=[C:14]([NH:17][C:18]2[C:27]3[C:22](=[CH:23][CH:24]=[CH:25][CH:26]=3)[N:21]=[C:20]([C:28]3[CH:33]=[CH:32][CH:31]=[CH:30][CH:29]=3)[N:19]=2)[NH:15][N:16]=1. The catalyst class is: 4. (8) Product: [Cl:1][C:2]1[N:7]=[C:6]([N:18]2[CH:15]3[CH2:16][CH2:17][CH:11]2[CH2:12][O:13][CH2:14]3)[C:5]([Cl:9])=[C:4]([N:18]2[CH:11]3[CH2:17][CH2:16][CH:15]2[CH2:14][O:19][CH2:12]3)[N:3]=1. The catalyst class is: 531. Reactant: [Cl:1][C:2]1[N:7]=[C:6](Cl)[C:5]([Cl:9])=[C:4](Cl)[N:3]=1.[CH:11]12[NH:18][CH:15]([CH2:16][CH2:17]1)[CH2:14][O:13][CH2:12]2.[OH2:19].